The task is: Regression. Given two drug SMILES strings and cell line genomic features, predict the synergy score measuring deviation from expected non-interaction effect.. This data is from NCI-60 drug combinations with 297,098 pairs across 59 cell lines. (1) Drug 1: C1=CN(C(=O)N=C1N)C2C(C(C(O2)CO)O)O.Cl. Drug 2: CN1C(=O)N2C=NC(=C2N=N1)C(=O)N. Cell line: CAKI-1. Synergy scores: CSS=30.9, Synergy_ZIP=-0.585, Synergy_Bliss=0.0750, Synergy_Loewe=0.482, Synergy_HSA=1.77. (2) Drug 1: CC(CN1CC(=O)NC(=O)C1)N2CC(=O)NC(=O)C2. Drug 2: C1CC(=O)NC(=O)C1N2C(=O)C3=CC=CC=C3C2=O. Cell line: SK-MEL-5. Synergy scores: CSS=13.2, Synergy_ZIP=-5.46, Synergy_Bliss=-3.83, Synergy_Loewe=-5.06, Synergy_HSA=-3.74. (3) Drug 1: C1CCN(CC1)CCOC2=CC=C(C=C2)C(=O)C3=C(SC4=C3C=CC(=C4)O)C5=CC=C(C=C5)O. Drug 2: C1=CC(=C2C(=C1NCCNCCO)C(=O)C3=C(C=CC(=C3C2=O)O)O)NCCNCCO. Cell line: SN12C. Synergy scores: CSS=39.8, Synergy_ZIP=0.0104, Synergy_Bliss=-1.90, Synergy_Loewe=-5.29, Synergy_HSA=0.587. (4) Drug 1: CC1CCC2CC(C(=CC=CC=CC(CC(C(=O)C(C(C(=CC(C(=O)CC(OC(=O)C3CCCCN3C(=O)C(=O)C1(O2)O)C(C)CC4CCC(C(C4)OC)OCCO)C)C)O)OC)C)C)C)OC. Drug 2: C1=NNC2=C1C(=O)NC=N2. Cell line: NCI-H522. Synergy scores: CSS=14.9, Synergy_ZIP=-5.63, Synergy_Bliss=-3.16, Synergy_Loewe=-75.4, Synergy_HSA=-4.23.